This data is from Forward reaction prediction with 1.9M reactions from USPTO patents (1976-2016). The task is: Predict the product of the given reaction. (1) Given the reactants [C:1]([C:9](O)=[O:10])(=[O:8])C1C=CC=CC=1.[CH2:12]([OH:30])[CH2:13][CH2:14][CH2:15][CH2:16][CH2:17][CH2:18][CH2:19][CH2:20][CH2:21][CH2:22][CH2:23][CH2:24][CH2:25][CH2:26][CH2:27][CH2:28][CH3:29].C([O-])(O)=O.[Na+], predict the reaction product. The product is: [C:9]([O:30][CH2:12][CH2:13][CH2:14][CH2:15][CH2:16][CH2:17][CH2:18][CH2:19][CH2:20][CH2:21][CH2:22][CH2:23][CH2:24][CH2:25][CH2:26][CH2:27][CH2:28][CH3:29])(=[O:10])[CH:1]=[O:8]. (2) Given the reactants C([Sn](CCCC)(CCCC)[C:6]1[C:7]([CH3:20])=[N:8][N:9]([C:11]2[CH:16]=[CH:15][C:14]([N:17]([CH3:19])[CH3:18])=[CH:13][CH:12]=2)[CH:10]=1)CCC.[I:29]I.OS([O-])=O.[Na+].[F-].[K+], predict the reaction product. The product is: [I:29][C:6]1[C:7]([CH3:20])=[N:8][N:9]([C:11]2[CH:16]=[CH:15][C:14]([N:17]([CH3:19])[CH3:18])=[CH:13][CH:12]=2)[CH:10]=1. (3) Given the reactants [CH3:1][N:2]1[C:6]2[C:7]([C:28]([O:30]C)=[O:29])=[CH:8][CH:9]=[C:10]([C:11]3[CH2:15][C:14]([C:20]4[CH:25]=[C:24]([Cl:26])[CH:23]=[C:22]([Cl:27])[CH:21]=4)([C:16]([F:19])([F:18])[F:17])[O:13][N:12]=3)[C:5]=2[N:4]=[N:3]1.[OH-].[Li+], predict the reaction product. The product is: [CH3:1][N:2]1[C:6]2[C:7]([C:28]([OH:30])=[O:29])=[CH:8][CH:9]=[C:10]([C:11]3[CH2:15][C:14]([C:20]4[CH:25]=[C:24]([Cl:26])[CH:23]=[C:22]([Cl:27])[CH:21]=4)([C:16]([F:19])([F:17])[F:18])[O:13][N:12]=3)[C:5]=2[N:4]=[N:3]1.